This data is from Forward reaction prediction with 1.9M reactions from USPTO patents (1976-2016). The task is: Predict the product of the given reaction. (1) The product is: [C:30]([OH:29])(=[O:31])[C:32]1[CH:5]=[CH:6][CH:1]=[CH:2][CH:3]=1. Given the reactants [C:1]1(/C=C\[C:1]2[CH:6]=[CH:5]C=[CH:3][CH:2]=2)[CH:6]=[CH:5]C=[CH:3][CH:2]=1.OOS([O-])=O.[K+].[O-]S([O-])=O.[Na+].[Na+].CC[O:29][C:30]([CH3:32])=[O:31], predict the reaction product. (2) The product is: [CH3:1][O:2][C:3](=[O:32])[CH:4]([C:9]1[CH:14]=[C:13]([C:15]2[CH:16]=[CH:17][C:18]([C:21]([F:23])([F:22])[F:24])=[CH:19][CH:20]=2)[N:12]=[C:11]([C:25]2[CH:30]=[CH:29][C:28]([F:31])=[CH:27][CH:26]=2)[CH:10]=1)[CH2:5][CH:6]([CH3:8])[CH3:7]. Given the reactants [CH3:1][O:2][C:3](=[O:32])[CH:4]([C:9]1[CH:14]=[C:13]([C:15]2[CH:20]=[CH:19][C:18]([C:21]([F:24])([F:23])[F:22])=[CH:17][CH:16]=2)[N:12]=[C:11]([C:25]2[CH:30]=[CH:29][C:28]([F:31])=[CH:27][CH:26]=2)[CH:10]=1)[CH2:5][C:6]([CH3:8])=[CH2:7], predict the reaction product. (3) The product is: [CH2:59]([N:42]([CH2:40][CH3:41])[CH2:43][CH2:44][N:45]1[CH:49]=[C:48]([C:2]2[CH:3]=[CH:4][C:5]([NH:13][C:14]3[C:19]([C:20]([F:23])([F:21])[F:22])=[CH:18][N:17]=[C:16]([NH:24][C:25]4[CH:26]=[CH:27][C:28]([CH2:29][P:30](=[O:37])([O:31][CH2:32][CH3:33])[O:34][CH2:35][CH3:36])=[CH:38][CH:39]=4)[N:15]=3)=[C:6]3[C:10]=2[CH2:9][N:8]([CH3:11])[C:7]3=[O:12])[CH:47]=[N:46]1)[CH3:60]. Given the reactants Br[C:2]1[CH:3]=[CH:4][C:5]([NH:13][C:14]2[C:19]([C:20]([F:23])([F:22])[F:21])=[CH:18][N:17]=[C:16]([NH:24][C:25]3[CH:39]=[CH:38][C:28]([CH2:29][P:30](=[O:37])([O:34][CH2:35][CH3:36])[O:31][CH2:32][CH3:33])=[CH:27][CH:26]=3)[N:15]=2)=[C:6]2[C:10]=1[CH2:9][N:8]([CH3:11])[C:7]2=[O:12].[CH2:40]([N:42]([CH2:59][CH3:60])[CH2:43][CH2:44][N:45]1[CH:49]=[C:48](B2OC(C)(C)C(C)(C)O2)[CH:47]=[N:46]1)[CH3:41], predict the reaction product. (4) Given the reactants [F:1][C:2]1[CH:10]=[C:9]([CH3:11])[CH:8]=[CH:7][C:3]=1[C:4]([OH:6])=[O:5].S(=O)(=O)(O)O.[CH3:17]O, predict the reaction product. The product is: [F:1][C:2]1[CH:10]=[C:9]([CH3:11])[CH:8]=[CH:7][C:3]=1[C:4]([O:6][CH3:17])=[O:5].